Dataset: Full USPTO retrosynthesis dataset with 1.9M reactions from patents (1976-2016). Task: Predict the reactants needed to synthesize the given product. (1) Given the product [CH3:14][O:15][C:2]1[CH:9]=[C:8]([C:10]([F:13])([F:12])[F:11])[CH:7]=[CH:6][C:3]=1[CH:4]=[O:5], predict the reactants needed to synthesize it. The reactants are: F[C:2]1[CH:9]=[C:8]([C:10]([F:13])([F:12])[F:11])[CH:7]=[CH:6][C:3]=1[CH:4]=[O:5].[CH3:14][O-:15].[Na+]. (2) Given the product [CH3:14][O:15][C:16]1[CH:21]=[CH:20][CH:19]=[CH:18][C:17]=1[C:2]1[C:10]2[O:9][C:8]([C:11]([OH:13])=[O:12])=[CH:7][C:6]=2[CH:5]=[CH:4][CH:3]=1, predict the reactants needed to synthesize it. The reactants are: Br[C:2]1[C:10]2[O:9][C:8]([C:11]([OH:13])=[O:12])=[CH:7][C:6]=2[CH:5]=[CH:4][CH:3]=1.[CH3:14][O:15][C:16]1[CH:21]=[CH:20][CH:19]=[CH:18][C:17]=1B(O)O.C(=O)([O-])[O-].[Na+].[Na+]. (3) Given the product [CH3:6][NH:7][CH:8]1[CH2:13][CH2:12][N:11]([CH2:14][CH2:15][OH:16])[CH2:10][CH2:9]1, predict the reactants needed to synthesize it. The reactants are: C(O[C:6](=O)[NH:7][CH:8]1[CH2:13][CH2:12][N:11]([CH2:14][CH2:15][OH:16])[CH2:10][CH2:9]1)(C)(C)C.[H-].[Al+3].[Li+].[H-].[H-].[H-].O.[OH-].[Na+]. (4) Given the product [F:14][C:8]1[CH:9]=[C:10]([OH:13])[CH:11]=[CH:12][C:7]=1[N:6]1[C:2]([I:18])=[C:3]([C:16]#[N:17])[C:4]([CH3:15])=[N:5]1, predict the reactants needed to synthesize it. The reactants are: N[C:2]1[N:6]([C:7]2[CH:12]=[CH:11][C:10]([OH:13])=[CH:9][C:8]=2[F:14])[N:5]=[C:4]([CH3:15])[C:3]=1[C:16]#[N:17].[I:18]CI.N(OCCC(C)C)=O. (5) Given the product [C:2]([C:7]1[N:8]=[C:9]([CH2:12][N:13]2[CH:17]=[CH:16][C:15]([NH:18][C:31]([C:27]3[N:28]=[CH:29][O:30][C:26]=3[C:22]3[CH:23]=[CH:24][CH:25]=[C:20]([Cl:19])[CH:21]=3)=[O:32])=[N:14]2)[S:10][CH:11]=1)(=[O:6])[CH3:1], predict the reactants needed to synthesize it. The reactants are: [CH3:1][C:2]1([C:7]2[N:8]=[C:9]([CH2:12][N:13]3[CH:17]=[CH:16][C:15]([NH2:18])=[N:14]3)[S:10][CH:11]=2)[O:6]CCO1.[Cl:19][C:20]1[CH:21]=[C:22]([C:26]2[O:30][CH:29]=[N:28][C:27]=2[C:31](O)=[O:32])[CH:23]=[CH:24][CH:25]=1. (6) Given the product [CH3:1][O:2][C:3]1[CH:4]=[C:5]([C:11]2[N:16]=[C:15]([S:17][CH2:35][C:31]3[CH:30]=[N:29][CH:34]=[CH:33][CH:32]=3)[C:14]3=[C:18]([CH3:22])[N:19]=[C:20]([CH3:21])[N:13]3[N:12]=2)[CH:6]=[CH:7][C:8]=1[O:9][CH3:10], predict the reactants needed to synthesize it. The reactants are: [CH3:1][O:2][C:3]1[CH:4]=[C:5]([C:11]2[NH:16][C:15](=[S:17])[C:14]3=[C:18]([CH3:22])[N:19]=[C:20]([CH3:21])[N:13]3[N:12]=2)[CH:6]=[CH:7][C:8]=1[O:9][CH3:10].C(=O)([O-])O.[Na+].Br.[N:29]1[CH:34]=[CH:33][CH:32]=[C:31]([CH2:35]Br)[CH:30]=1.ClCCl.